From a dataset of Catalyst prediction with 721,799 reactions and 888 catalyst types from USPTO. Predict which catalyst facilitates the given reaction. (1) Reactant: [H-].[Na+].[Cl:3][C:4]1[CH:5]=[CH:6][C:7]([NH:10][C:11](=[O:18])[C@@H:12]([OH:17])[CH2:13][O:14][CH2:15][CH3:16])=[N:8][CH:9]=1.Cl[C:20]1[N:25]=[CH:24][N:23]=[C:22]2[N:26]([C:29]3[C:30]([CH3:35])=[N:31][CH:32]=[CH:33][CH:34]=3)[N:27]=[CH:28][C:21]=12.C(O)(=O)CC(CC(O)=O)(C(O)=O)O. Product: [Cl:3][C:4]1[CH:5]=[CH:6][C:7]([NH:10][C:11](=[O:18])[C@@H:12]([O:17][C:20]2[N:25]=[CH:24][N:23]=[C:22]3[N:26]([C:29]4[C:30]([CH3:35])=[N:31][CH:32]=[CH:33][CH:34]=4)[N:27]=[CH:28][C:21]=23)[CH2:13][O:14][CH2:15][CH3:16])=[N:8][CH:9]=1. The catalyst class is: 1. (2) Reactant: [CH3:1][C:2]1[CH:7]=[CH:6][C:5]([S:8]([O:11][CH2:12][CH2:13][CH2:14][CH2:15][O:16][CH2:17][CH2:18][CH2:19][CH2:20][O:21][CH2:22][C:23]([O:25]CC)=[O:24])(=[O:10])=[O:9])=[CH:4][CH:3]=1.[OH-].[Na+]. Product: [CH3:1][C:2]1[CH:7]=[CH:6][C:5]([S:8]([O:11][CH2:12][CH2:13][CH2:14][CH2:15][O:16][CH2:17][CH2:18][CH2:19][CH2:20][O:21][CH2:22][C:23]([OH:25])=[O:24])(=[O:9])=[O:10])=[CH:4][CH:3]=1. The catalyst class is: 24. (3) Reactant: [CH2:1]([O:8][C:9]([N:11]1[CH2:15][C@@H:14]([O:16][Si:17]([C:30]([CH3:33])([CH3:32])[CH3:31])([C:24]2[CH:29]=[CH:28][CH:27]=[CH:26][CH:25]=2)[C:18]2[CH:23]=[CH:22][CH:21]=[CH:20][CH:19]=2)[C@@H:13]([C:34]([OH:36])=O)[CH2:12]1)=[O:10])[C:2]1[CH:7]=[CH:6][CH:5]=[CH:4][CH:3]=1.ClC(N(C)C)=C(C)C.[Cl:45][C:46]1[C:47]([C:53]2[CH:58]=[CH:57][CH:56]=[C:55]([NH:59][CH2:60][CH:61]3[CH2:66][CH2:65][O:64][CH2:63][CH2:62]3)[N:54]=2)=[CH:48][C:49]([NH2:52])=[N:50][CH:51]=1.N1C=CC=CC=1. Product: [CH2:1]([O:8][C:9]([N:11]1[CH2:12][C@H:13]([C:34](=[O:36])[NH:52][C:49]2[CH:48]=[C:47]([C:53]3[CH:58]=[CH:57][CH:56]=[C:55]([NH:59][CH2:60][CH:61]4[CH2:66][CH2:65][O:64][CH2:63][CH2:62]4)[N:54]=3)[C:46]([Cl:45])=[CH:51][N:50]=2)[C@H:14]([O:16][Si:17]([C:30]([CH3:31])([CH3:32])[CH3:33])([C:24]2[CH:29]=[CH:28][CH:27]=[CH:26][CH:25]=2)[C:18]2[CH:19]=[CH:20][CH:21]=[CH:22][CH:23]=2)[CH2:15]1)=[O:10])[C:2]1[CH:3]=[CH:4][CH:5]=[CH:6][CH:7]=1. The catalyst class is: 410. (4) The catalyst class is: 58. Product: [Cl:1][C:2]1[CH:9]=[C:8]([NH:11][C@H:12]2[CH2:16][CH2:15][N:14]([C:17]([O:19][C:20]([CH3:23])([CH3:22])[CH3:21])=[O:18])[CH2:13]2)[CH:7]=[CH:6][C:3]=1[C:4]#[N:5]. Reactant: [Cl:1][C:2]1[CH:9]=[C:8](F)[CH:7]=[CH:6][C:3]=1[C:4]#[N:5].[NH2:11][C@H:12]1[CH2:16][CH2:15][N:14]([C:17]([O:19][C:20]([CH3:23])([CH3:22])[CH3:21])=[O:18])[CH2:13]1.C([O-])(O)=O.[Na+]. (5) Reactant: C[S:2][C:3]1[CH:8]=[CH:7][C:6]([C:9](=[O:11])[CH3:10])=[CH:5][CH:4]=1.C(O)(=O)CC(CC(O)=O)(C(O)=O)O.CCOCC. Product: [SH:2][C:3]1[CH:8]=[CH:7][C:6]([C:9](=[O:11])[CH3:10])=[CH:5][CH:4]=1. The catalyst class is: 3.